The task is: Predict the reactants needed to synthesize the given product.. This data is from Full USPTO retrosynthesis dataset with 1.9M reactions from patents (1976-2016). (1) Given the product [C:29]([NH:32][C:17]([C:16]1[C:12]([C:9]2[S:10][CH:11]=[C:7]([C:1]3[CH:6]=[CH:5][CH:4]=[CH:3][CH:2]=3)[N:8]=2)=[N:13][N:14]([CH2:20][O:21][CH2:22][CH2:23][Si:24]([CH3:25])([CH3:27])[CH3:26])[CH:15]=1)=[O:18])([CH3:31])([CH3:30])[CH3:28], predict the reactants needed to synthesize it. The reactants are: [C:1]1([C:7]2[N:8]=[C:9]([C:12]3[C:16]([C:17](O)=[O:18])=[CH:15][N:14]([CH2:20][O:21][CH2:22][CH2:23][Si:24]([CH3:27])([CH3:26])[CH3:25])[N:13]=3)[S:10][CH:11]=2)[CH:6]=[CH:5][CH:4]=[CH:3][CH:2]=1.[CH3:28][C:29]([NH2:32])([CH3:31])[CH3:30].Cl.CN(C)CCCN=C=NCC.C1C=CC2N(O)N=NC=2C=1. (2) Given the product [CH3:9][N:8]([CH3:10])[C:3]1([CH:2]([C:11]2[CH:12]=[CH:13][CH:14]=[CH:15][CH:16]=2)[NH:1][C:28]([C:26]2[S:27][C:23]([C:17]3[CH:18]=[CH:19][CH:20]=[CH:21][CH:22]=3)=[CH:24][CH:25]=2)=[O:29])[CH2:7][CH2:6][CH2:5][CH2:4]1, predict the reactants needed to synthesize it. The reactants are: [NH2:1][CH:2]([C:11]1[CH:16]=[CH:15][CH:14]=[CH:13][CH:12]=1)[C:3]1([N:8]([CH3:10])[CH3:9])[CH2:7][CH2:6][CH2:5][CH2:4]1.[C:17]1([C:23]2[S:27][C:26]([C:28](O)=[O:29])=[CH:25][CH:24]=2)[CH:22]=[CH:21][CH:20]=[CH:19][CH:18]=1. (3) Given the product [OH:46][C:39]1[C:38]([CH2:37][NH:36][C:7]([C:6]2[C:2]([CH3:1])=[N:3][N:4]([CH:10]([C:12]3[CH:17]=[CH:16][CH:15]=[CH:14][CH:13]=3)[CH3:11])[CH:5]=2)=[O:9])=[C:43]([CH3:44])[CH:42]=[C:41]([CH3:45])[N:40]=1, predict the reactants needed to synthesize it. The reactants are: [CH3:1][C:2]1[C:6]([C:7]([OH:9])=O)=[CH:5][N:4]([CH:10]([C:12]2[CH:17]=[CH:16][CH:15]=[CH:14][CH:13]=2)[CH3:11])[N:3]=1.C1C=C2N=NN(O)C2=CC=1.N.C(N(CC)CC)C.[NH2:36][CH2:37][C:38]1[C:39]([OH:46])=[N:40][C:41]([CH3:45])=[CH:42][C:43]=1[CH3:44]. (4) Given the product [CH3:21][C:11]1[CH:16]=[CH:15][C:14]([S:17]([O:10][C@@H:2]2[CH2:1][O:5][C@@H:4]3[C@H:6]([OH:9])[CH2:7][O:8][C@H:3]23)(=[O:19])=[O:18])=[CH:13][CH:12]=1, predict the reactants needed to synthesize it. The reactants are: [CH2:1]1[O:5][C@@H:4]2[C@H:6]([OH:9])[CH2:7][O:8][C@@H:3]2[C@@H:2]1[OH:10].[C:11]1([CH3:21])[CH:16]=[CH:15][C:14]([S:17](Cl)(=[O:19])=[O:18])=[CH:13][CH:12]=1.[OH-].[K+]. (5) Given the product [C:17](=[O:18])([O:19][CH:20]([Cl:22])[CH3:21])[O:15][CH2:14][C@@H:10]1[CH2:11][CH2:12][CH2:13][N:9]1/[N+:7](/[O-:8])=[N:6]/[O:5][CH2:1][CH2:2][CH2:3][CH3:4], predict the reactants needed to synthesize it. The reactants are: [CH2:1]([O:5]/[N:6]=[N+:7](/[N:9]1[CH2:13][CH2:12][CH2:11][C@H:10]1[CH2:14][OH:15])\[O-:8])[CH2:2][CH2:3][CH3:4].Cl[C:17]([O:19][CH:20]([Cl:22])[CH3:21])=[O:18].N1C=CC=CC=1. (6) Given the product [CH2:1]([O:6][C:7]1[C:8]([O:10][C@H:11]([C@H:14]([CH2:16][O:17][C:29](=[O:43])[CH2:30][CH2:31][CH2:32][CH2:33][CH2:34][CH2:35][CH2:36][CH2:37][CH2:38][CH2:39][CH2:40][CH2:41][CH3:42])[OH:15])[C:12]=1[OH:13])=[O:9])[CH:2]([CH2:4][OH:5])[OH:3], predict the reactants needed to synthesize it. The reactants are: [CH2:1]([O:6][C:7]1[C:8]([O:10][C@H:11]([C@H:14]([CH2:16][OH:17])[OH:15])[C:12]=1[OH:13])=[O:9])[CH:2]([CH2:4][OH:5])[OH:3].CS(C)=O.C(N(CC)CC)C.[C:29](Cl)(=[O:43])[CH2:30][CH2:31][CH2:32][CH2:33][CH2:34][CH2:35][CH2:36][CH2:37][CH2:38][CH2:39][CH2:40][CH2:41][CH3:42]. (7) Given the product [CH3:18][S:24]([C:3]1[CH:8]=[CH:7][CH:6]=[CH:5][C:4]=1[C:9]1[CH:10]=[CH:11][C:12]([C:15]([OH:17])=[O:16])=[CH:13][CH:14]=1)(=[O:26])=[O:23], predict the reactants needed to synthesize it. The reactants are: CS[C:3]1[CH:8]=[CH:7][CH:6]=[CH:5][C:4]=1[C:9]1[CH:14]=[CH:13][C:12]([C:15]([OH:17])=[O:16])=[CH:11][CH:10]=1.[CH3:18]C(C)=O.O[O:23][S:24]([O-:26])=O.[K+].